Dataset: Catalyst prediction with 721,799 reactions and 888 catalyst types from USPTO. Task: Predict which catalyst facilitates the given reaction. (1) Product: [Cl:1][C:2]1[C:7]([N:26]2[CH2:31][CH2:30][CH2:29][C@H:28]([NH:32][C:33](=[O:39])[O:34][C:35]([CH3:37])([CH3:36])[CH3:38])[CH2:27]2)=[N:6][C:5]([N:9]2[C:17]3[CH:16]=[C:15]([C:18]4[CH:19]=[N:20][CH:21]=[C:22]([CH2:24][CH3:25])[CH:23]=4)[N:14]=[CH:13][C:12]=3[CH:11]=[N:10]2)=[CH:4][CH:3]=1. The catalyst class is: 60. Reactant: [Cl:1][C:2]1[CH:3]=[CH:4][C:5]([N:9]2[C:17]3[CH:16]=[C:15]([C:18]4[CH:19]=[N:20][CH:21]=[C:22]([CH2:24][CH3:25])[CH:23]=4)[N:14]=[CH:13][C:12]=3[CH:11]=[N:10]2)=[N:6][C:7]=1F.[NH:26]1[CH2:31][CH2:30][CH2:29][C@H:28]([NH:32][C:33](=[O:39])[O:34][C:35]([CH3:38])([CH3:37])[CH3:36])[CH2:27]1.CN1CCOCC1.O. (2) Reactant: [CH3:1][C:2](OI1(OC(C)=O)(OC(C)=O)OC(=O)C2C=CC=CC1=2)=[O:3].[N+:23]([C:26]1[CH:31]=[CH:30][CH:29]=[CH:28][C:27]=1O)([O-:25])=[O:24].C(=O)([O-])O.[Na+].S([O-])([O-])(=O)=S.[Na+].[Na+]. Product: [N+:23]([C:26]1[CH:31]=[CH:30][CH:29]=[CH:28][C:27]=1[CH2:1][CH:2]=[O:3])([O-:25])=[O:24]. The catalyst class is: 4.